This data is from Peptide-MHC class II binding affinity with 134,281 pairs from IEDB. The task is: Regression. Given a peptide amino acid sequence and an MHC pseudo amino acid sequence, predict their binding affinity value. This is MHC class II binding data. (1) The binding affinity (normalized) is 0.643. The peptide sequence is KISVQYNLSHSYAVD. The MHC is DRB1_1501 with pseudo-sequence DRB1_1501. (2) The peptide sequence is TTGCAEHCSLNENIT. The MHC is DRB1_0701 with pseudo-sequence DRB1_0701. The binding affinity (normalized) is 0.0640. (3) The peptide sequence is GELQIVDKIDAVFKI. The MHC is DRB5_0101 with pseudo-sequence DRB5_0101. The binding affinity (normalized) is 0.764. (4) The peptide sequence is AFKVFATAANAAPAN. The MHC is HLA-DPA10103-DPB10301 with pseudo-sequence HLA-DPA10103-DPB10301. The binding affinity (normalized) is 0.652. (5) The peptide sequence is LVDEERKLHQQGRCR. The MHC is HLA-DQA10201-DQB10402 with pseudo-sequence HLA-DQA10201-DQB10402. The binding affinity (normalized) is 0. (6) The peptide sequence is GVLAGLAFQEMENFL. The MHC is DRB1_0404 with pseudo-sequence DRB1_0404. The binding affinity (normalized) is 0.535. (7) The binding affinity (normalized) is 0.600. The MHC is DRB1_0101 with pseudo-sequence DRB1_0101. The peptide sequence is EKQYFAATQFEPLAA. (8) The peptide sequence is EIDTDGDGFIDFNEF. The MHC is HLA-DPA10201-DPB10101 with pseudo-sequence HLA-DPA10201-DPB10101. The binding affinity (normalized) is 0.259. (9) The peptide sequence is NRFSYIPNGALKFVD. The MHC is HLA-DPA10301-DPB10402 with pseudo-sequence HLA-DPA10301-DPB10402. The binding affinity (normalized) is 0.269.